This data is from Forward reaction prediction with 1.9M reactions from USPTO patents (1976-2016). The task is: Predict the product of the given reaction. (1) Given the reactants [C:1]1([C:7]2([C:12]3[CH:17]=[CH:16][C:15]([CH2:18][OH:19])=[CH:14][CH:13]=3)OCC[O:8]2)[CH:6]=[CH:5][CH:4]=[CH:3][CH:2]=1, predict the reaction product. The product is: [C:7]([C:12]1[CH:13]=[CH:14][C:15]([CH2:18][OH:19])=[CH:16][CH:17]=1)(=[O:8])[C:1]1[CH:2]=[CH:3][CH:4]=[CH:5][CH:6]=1. (2) The product is: [CH:3]1[CH:4]=[CH:5][C:6]2[CH:7]=[C:8]([NH2:20])[CH:9]=[CH:10][C:11]=2[CH:2]=1. Given the reactants N[C:2]1[C:11]2[C:6](=[CH:7][CH:8]=[CH:9][CH:10]=2)[C:5](C2CCCC(=O)C=2)=[CH:4][CH:3]=1.C[N:20](C=O)C, predict the reaction product. (3) Given the reactants [CH2:1]([O:5][CH2:6][C:7]1[CH:12]=[CH:11][CH:10]=[CH:9][CH:8]=1)[CH:2]1[O:4][CH2:3]1.O.[NH2:14][NH2:15], predict the reaction product. The product is: [CH2:6]([O:5][CH2:1][CH:2]([OH:4])[CH2:3][NH:14][NH2:15])[C:7]1[CH:12]=[CH:11][CH:10]=[CH:9][CH:8]=1. (4) Given the reactants C(OC(=O)[NH:7][C:8]1[S:9][C:10]([C:35]2[CH:40]=[CH:39][CH:38]=[CH:37][N:36]=2)=[CH:11][C:12]=1[C:13]([N:15]1[CH2:20][CH2:19][CH:18]([N:21]2[CH2:34][CH2:33][CH2:32][C:23]3([O:27][C:26](=[O:28])[N:25]([CH2:29][CH3:30])[C:24]3=[O:31])[CH2:22]2)[CH2:17][CH2:16]1)=[O:14])(C)(C)C.C(=O)([O-])O.[Na+], predict the reaction product. The product is: [NH2:7][C:8]1[S:9][C:10]([C:35]2[CH:40]=[CH:39][CH:38]=[CH:37][N:36]=2)=[CH:11][C:12]=1[C:13]([N:15]1[CH2:16][CH2:17][CH:18]([N:21]2[CH2:34][CH2:33][CH2:32][C:23]3([O:27][C:26](=[O:28])[N:25]([CH2:29][CH3:30])[C:24]3=[O:31])[CH2:22]2)[CH2:19][CH2:20]1)=[O:14]. (5) Given the reactants [NH2:1][C:2]1[CH:27]=[CH:26][C:5]([C:6]([NH:8][CH2:9][CH2:10][CH2:11][NH:12][C:13]([C:15]2[CH:19]=[C:18]([C:20]3[CH:25]=[CH:24][CH:23]=[CH:22][CH:21]=3)[O:17][N:16]=2)=[O:14])=[O:7])=[CH:4][CH:3]=1.[O:28]=[C:29]1[NH:33][C@H:32]2[CH2:34][S:35][C@@H:36]([CH2:37][CH2:38][CH2:39][CH2:40][C:41](ON3C(=O)CCC3=O)=[O:42])[C@H:31]2[NH:30]1.CCN(C(C)C)C(C)C, predict the reaction product. The product is: [O:28]=[C:29]1[NH:33][C@H:32]2[CH2:34][S:35][C@@H:36]([CH2:37][CH2:38][CH2:39][CH2:40][C:41]([NH:1][C:2]3[CH:3]=[CH:4][C:5]([C:6]([NH:8][CH2:9][CH2:10][CH2:11][NH:12][C:13]([C:15]4[CH:19]=[C:18]([C:20]5[CH:21]=[CH:22][CH:23]=[CH:24][CH:25]=5)[O:17][N:16]=4)=[O:14])=[O:7])=[CH:26][CH:27]=3)=[O:42])[C@H:31]2[NH:30]1. (6) Given the reactants [NH2:1][C:2]1[N:7]2[N:8]=[C:9]([CH3:11])[CH:10]=[C:6]2[N:5]=[CH:4][C:3]=1[C:12]([O:14][CH3:15])=[O:13].CCN(CC)CC.[C:23]1([CH2:29][C:30](Cl)=[O:31])[CH:28]=[CH:27][CH:26]=[CH:25][CH:24]=1, predict the reaction product. The product is: [CH3:15][O:14][C:12]([C:3]1[CH:4]=[N:5][C:6]2[N:7]([N:8]=[C:9]([CH3:11])[CH:10]=2)[C:2]=1[NH:1][C:30](=[O:31])[CH2:29][C:23]1[CH:28]=[CH:27][CH:26]=[CH:25][CH:24]=1)=[O:13]. (7) Given the reactants [CH3:1][C:2]([O:5][C:6]([N:8]1[CH2:13][CH2:12][CH:11]([NH:14][C:15]2[C:20]([C:21](OCC)=[O:22])=[C:19]([CH2:26][CH3:27])[N:18]=[C:17]3[N:28]([CH2:31][CH3:32])[N:29]=[CH:30][C:16]=23)[CH2:10][CH2:9]1)=[O:7])([CH3:4])[CH3:3].[BH4-].[Li+].CO.O, predict the reaction product. The product is: [CH2:31]([N:28]1[C:17]2=[N:18][C:19]([CH2:26][CH3:27])=[C:20]([CH2:21][OH:22])[C:15]([NH:14][CH:11]3[CH2:10][CH2:9][N:8]([C:6]([O:5][C:2]([CH3:1])([CH3:4])[CH3:3])=[O:7])[CH2:13][CH2:12]3)=[C:16]2[CH:30]=[N:29]1)[CH3:32].